This data is from Forward reaction prediction with 1.9M reactions from USPTO patents (1976-2016). The task is: Predict the product of the given reaction. (1) Given the reactants [C:1]([O:5][C:6]([N:8]1[CH2:20][C@@H:19]([CH3:21])[N:18]2[C@H:10]([CH2:11][C:12]3[C:17]2=[N:16][C:15]([CH2:22][OH:23])=[CH:14][CH:13]=3)[CH2:9]1)=[O:7])([CH3:4])([CH3:3])[CH3:2].[H-].[Na+].Br[CH2:27][CH:28]1[CH2:30][CH2:29]1.C(=O)(O)[O-].[Na+], predict the reaction product. The product is: [C:1]([O:5][C:6]([N:8]1[CH2:20][C@@H:19]([CH3:21])[N:18]2[C@H:10]([CH2:11][C:12]3[C:17]2=[N:16][C:15]([CH2:22][O:23][CH2:27][CH:28]2[CH2:30][CH2:29]2)=[CH:14][CH:13]=3)[CH2:9]1)=[O:7])([CH3:2])([CH3:4])[CH3:3]. (2) Given the reactants [CH:1]1[C:14]2[C:5](=[CH:6][C:7]3[C:12]([C:13]=2[NH:15][C@H:16]([C:18]([OH:20])=[O:19])[CH3:17])=[CH:11][CH:10]=[CH:9][CH:8]=3)[CH:4]=[CH:3][CH:2]=1.S(Cl)(Cl)=O.[CH3:25]O, predict the reaction product. The product is: [CH3:25][O:19][C:18](=[O:20])[C@H:16]([CH3:17])[NH:15][C:13]1[C:12]2[C:7]([CH:6]=[C:5]3[C:14]=1[CH:1]=[CH:2][CH:3]=[CH:4]3)=[CH:8][CH:9]=[CH:10][CH:11]=2. (3) Given the reactants [C:1]([O:5][C@@H:6]([C:12]1[C:13]([CH3:36])=[N:14][C:15]2[N:16]([N:19]=[C:20]([C:22](=[O:35])[NH:23][CH2:24][C:25](=[O:34])[CH2:26][C:27]3[CH:32]=[CH:31][C:30]([F:33])=[CH:29][CH:28]=3)[CH:21]=2)[C:17]=1I)[C:7]([O:9][CH2:10][CH3:11])=[O:8])([CH3:4])([CH3:3])[CH3:2].[C:37]1([C:43]2([OH:49])[CH2:48][CH2:47][NH:46][CH2:45][CH2:44]2)[CH:42]=[CH:41][CH:40]=[CH:39][CH:38]=1.CCN(C(C)C)C(C)C, predict the reaction product. The product is: [C:1]([O:5][C@@H:6]([C:12]1[C:13]([CH3:36])=[N:14][C:15]2[N:16]([N:19]=[C:20]([C:22](=[O:35])[NH:23][CH2:24][C:25](=[O:34])[CH2:26][C:27]3[CH:32]=[CH:31][C:30]([F:33])=[CH:29][CH:28]=3)[CH:21]=2)[C:17]=1[N:46]1[CH2:47][CH2:48][C:43]([OH:49])([C:37]2[CH:38]=[CH:39][CH:40]=[CH:41][CH:42]=2)[CH2:44][CH2:45]1)[C:7]([O:9][CH2:10][CH3:11])=[O:8])([CH3:4])([CH3:3])[CH3:2].